Task: Predict the product of the given reaction.. Dataset: Forward reaction prediction with 1.9M reactions from USPTO patents (1976-2016) (1) Given the reactants [H-].[Al+3].[Li+].[H-].[H-].[H-].[CH2:7]([N:9]([CH2:17][CH3:18])[C:10]([C@H:12]1[CH2:15][C@@H:14]([OH:16])[CH2:13]1)=O)[CH3:8].O.[OH-].[Na+], predict the reaction product. The product is: [OH:16][C@@H:14]1[CH2:13][C@H:12]([CH2:10][N:9]([CH2:17][CH3:18])[CH2:7][CH3:8])[CH2:15]1. (2) The product is: [CH2:1]([O:3][C:4](=[O:26])[NH:5][C:6]1[C:7]([NH2:23])=[C:8]2[C:12](=[CH:13][CH:14]=1)[CH:11]([NH:15][C:16]1[CH:17]=[CH:18][C:19]([F:22])=[CH:20][CH:21]=1)[CH2:10][CH2:9]2)[CH3:2]. Given the reactants [CH2:1]([O:3][C:4](=[O:26])[NH:5][C:6]1[C:7]([N+:23]([O-])=O)=[C:8]2[C:12](=[CH:13][CH:14]=1)[CH:11]([NH:15][C:16]1[CH:21]=[CH:20][C:19]([F:22])=[CH:18][CH:17]=1)[CH2:10][CH2:9]2)[CH3:2], predict the reaction product. (3) Given the reactants Br[C:2]1[N:9]=[CH:8][CH:7]=[C:6]([Cl:10])[C:3]=1[CH:4]=[O:5].[C:11]1(=[O:24])[C:16]2=[CH:17][C:18]3[CH2:19][CH2:20][CH2:21][CH2:22][C:23]=3[N:15]2[CH:14]=[CH:13][NH:12]1.C(=O)([O-])[O-].[Cs+].[Cs+].COC1C2C(=C3C(=CC=2)C(OC)=CC=N3)N=CC=1, predict the reaction product. The product is: [Cl:10][C:6]1[C:3]([CH:4]=[O:5])=[C:2]([N:12]2[CH:13]=[CH:14][N:15]3[C:23]4[CH2:22][CH2:21][CH2:20][CH2:19][C:18]=4[CH:17]=[C:16]3[C:11]2=[O:24])[N:9]=[CH:8][CH:7]=1. (4) Given the reactants C[O:2][C:3](=[O:31])[CH2:4][C:5]1[CH:10]=[CH:9][C:8]([C:11]#[C:12][C:13]2[CH:14]=[C:15]3[C:20](=[C:21]([O:23][CH:24]([CH3:26])[CH3:25])[CH:22]=2)[O:19][C:18]([CH3:28])([CH3:27])[CH2:17][C:16]3([CH3:30])[CH3:29])=[CH:7][CH:6]=1.[OH-].[Na+], predict the reaction product. The product is: [CH:24]([O:23][C:21]1[CH:22]=[C:13]([C:12]#[C:11][C:8]2[CH:7]=[CH:6][C:5]([CH2:4][C:3]([OH:31])=[O:2])=[CH:10][CH:9]=2)[CH:14]=[C:15]2[C:20]=1[O:19][C:18]([CH3:27])([CH3:28])[CH2:17][C:16]2([CH3:30])[CH3:29])([CH3:26])[CH3:25]. (5) Given the reactants [NH2:1][C:2]1[CH:7]=[CH:6][CH:5]=[CH:4][C:3]=1[CH2:8][CH2:9][CH2:10][OH:11].[CH:12]1([CH2:18][C:19](O)=[O:20])[CH2:17][CH2:16][CH2:15][CH2:14][CH2:13]1.ON1C2C=CC=CC=2N=N1.C(Cl)(Cl)Cl, predict the reaction product. The product is: [CH:12]1([CH2:18][C:19]([NH:1][C:2]2[CH:7]=[CH:6][CH:5]=[CH:4][C:3]=2[CH2:8][CH2:9][CH2:10][OH:11])=[O:20])[CH2:17][CH2:16][CH2:15][CH2:14][CH2:13]1. (6) Given the reactants [CH3:1][N:2]1[C:7](=[O:8])[CH:6]=[C:5]([NH:9][C:10]2[CH:19]=[CH:18][C:17]3[C:12](=[CH:13][CH:14]=[CH:15][CH:16]=3)[CH:11]=2)[C:4]([C:20]([O:22]C2C(F)=C(F)C(F)=C(F)C=2F)=O)=[CH:3]1.[NH3:34], predict the reaction product. The product is: [CH3:1][N:2]1[C:7](=[O:8])[CH:6]=[C:5]([NH:9][C:10]2[CH:19]=[CH:18][C:17]3[C:12](=[CH:13][CH:14]=[CH:15][CH:16]=3)[CH:11]=2)[C:4]([C:20]([NH2:34])=[O:22])=[CH:3]1. (7) Given the reactants [C:1]([N:5]1[C:9]([C:10]2[CH:15]=[CH:14][C:13]([CH3:16])=[CH:12][CH:11]=2)=[CH:8][C:7]([CH2:17][CH2:18][CH:19]=O)=[N:6]1)([CH3:4])([CH3:3])[CH3:2].[Cl:21][C:22]1[CH:23]=[C:24]([N:29]2[CH2:34][CH2:33][NH:32][CH2:31][CH2:30]2)[CH:25]=[CH:26][C:27]=1[Cl:28].CCN(C(C)C)C(C)C.[BH-](OC(C)=O)(OC(C)=O)OC(C)=O.[Na+], predict the reaction product. The product is: [C:1]([N:5]1[C:9]([C:10]2[CH:15]=[CH:14][C:13]([CH3:16])=[CH:12][CH:11]=2)=[CH:8][C:7]([CH2:17][CH2:18][CH2:19][N:32]2[CH2:31][CH2:30][N:29]([C:24]3[CH:25]=[CH:26][C:27]([Cl:28])=[C:22]([Cl:21])[CH:23]=3)[CH2:34][CH2:33]2)=[N:6]1)([CH3:4])([CH3:3])[CH3:2]. (8) The product is: [Cl:1][C:2]1[CH:7]=[CH:6][C:5]([CH:8]([C:9]([C:11]2[CH:16]=[CH:15][C:14]([S:17][CH3:18])=[CH:13][CH:12]=2)=[O:10])[CH2:26][C:27]([O:29][CH2:30][CH3:31])=[O:28])=[CH:4][CH:3]=1. Given the reactants [Cl:1][C:2]1[CH:7]=[CH:6][C:5]([CH2:8][C:9]([C:11]2[CH:16]=[CH:15][C:14]([S:17][CH3:18])=[CH:13][CH:12]=2)=[O:10])=[CH:4][CH:3]=1.CC(C)([O-])C.[K+].Br[CH2:26][C:27]([O:29][CH2:30][CH3:31])=[O:28].C1(C)C=CC=CC=1, predict the reaction product. (9) Given the reactants [N:1]([CH2:4][CH:5]1[CH2:9][C:8]2[CH:10]=[CH:11][C:12]([F:21])=[C:13]([C:14]3[CH:19]=[CH:18][CH:17]=[CH:16][C:15]=3[Cl:20])[C:7]=2[O:6]1)=[N+]=[N-].C1(P(C2C=CC=CC=2)C2C=CC=CC=2)C=CC=CC=1, predict the reaction product. The product is: [F:21][C:12]1[CH:11]=[CH:10][C:8]2[CH2:9][CH:5]([CH2:4][NH2:1])[O:6][C:7]=2[C:13]=1[C:14]1[CH:19]=[CH:18][CH:17]=[CH:16][C:15]=1[Cl:20]. (10) Given the reactants C(OC([N:8]1[CH2:13][CH2:12][CH:11]([N:14]2[CH:18]=[C:17]([NH:19][C:20](=[O:37])[CH:21]([NH:25][C:26](=[O:36])[CH2:27][C:28]3[CH:33]=[C:32]([F:34])[CH:31]=[C:30]([F:35])[CH:29]=3)[CH2:22][CH2:23][CH3:24])[N:16]=[CH:15]2)[CH2:10][CH2:9]1)=O)(C)(C)C.FC(F)(F)C(O)=O.C(=O)(O)[O-].[Na+], predict the reaction product. The product is: [NH:8]1[CH2:13][CH2:12][CH:11]([N:14]2[CH:18]=[C:17]([NH:19][C:20](=[O:37])[CH:21]([NH:25][C:26](=[O:36])[CH2:27][C:28]3[CH:33]=[C:32]([F:34])[CH:31]=[C:30]([F:35])[CH:29]=3)[CH2:22][CH2:23][CH3:24])[N:16]=[CH:15]2)[CH2:10][CH2:9]1.